This data is from Catalyst prediction with 721,799 reactions and 888 catalyst types from USPTO. The task is: Predict which catalyst facilitates the given reaction. (1) Reactant: Cl.[CH2:2]1[C:4]2([CH2:9][CH2:8][NH:7][CH2:6][CH2:5]2)[CH2:3]1.[Cl:10][C:11]1[CH:16]=[C:15](I)[C:14]([F:18])=[CH:13][N:12]=1.C(Cl)(Cl)Cl.C1C=CC(P(C2C(C3C(P(C4C=CC=CC=4)C4C=CC=CC=4)=CC=C4C=3C=CC=C4)=C3C(C=CC=C3)=CC=2)C2C=CC=CC=2)=CC=1.C(O[Na])(C)(C)C. Product: [Cl:10][C:11]1[CH:16]=[C:15]([N:7]2[CH2:8][CH2:9][C:4]3([CH2:3][CH2:2]3)[CH2:5][CH2:6]2)[C:14]([F:18])=[CH:13][N:12]=1. The catalyst class is: 882. (2) Reactant: [C:1]1([C:7]#[CH:8])[CH:6]=[CH:5][CH:4]=[CH:3][CH:2]=1.[Li:9]CCCC.CCCCCC. Product: [Li:9][C:8]#[C:7][C:1]1[CH:6]=[CH:5][CH:4]=[CH:3][CH:2]=1. The catalyst class is: 1.